This data is from Peptide-MHC class I binding affinity with 185,985 pairs from IEDB/IMGT. The task is: Regression. Given a peptide amino acid sequence and an MHC pseudo amino acid sequence, predict their binding affinity value. This is MHC class I binding data. (1) The peptide sequence is ILNRETLLDFV. The MHC is HLA-A03:01 with pseudo-sequence HLA-A03:01. The binding affinity (normalized) is 0.0847. (2) The peptide sequence is RRLTVCGGIMF. The binding affinity (normalized) is 0.213. The MHC is HLA-A23:01 with pseudo-sequence HLA-A23:01. (3) The peptide sequence is VVIVENDNVI. The MHC is HLA-A02:01 with pseudo-sequence HLA-A02:01. The binding affinity (normalized) is 0.266. (4) The peptide sequence is SPYNSRFESV. The binding affinity (normalized) is 0.872. The MHC is HLA-B07:02 with pseudo-sequence HLA-B07:02. (5) The peptide sequence is GSVNVVYTF. The MHC is HLA-A24:02 with pseudo-sequence HLA-A24:02. The binding affinity (normalized) is 0.191. (6) The peptide sequence is LQAGFFLLT. The MHC is HLA-A11:01 with pseudo-sequence HLA-A11:01. The binding affinity (normalized) is 0.00161. (7) The peptide sequence is RPMREVRFL. The MHC is HLA-B45:01 with pseudo-sequence HLA-B45:01. The binding affinity (normalized) is 0. (8) The peptide sequence is AENLWVTVY. The MHC is HLA-B18:01 with pseudo-sequence HLA-B18:01. The binding affinity (normalized) is 0.978. (9) The peptide sequence is TPVEHGLVL. The MHC is HLA-B27:05 with pseudo-sequence HLA-B27:05. The binding affinity (normalized) is 0.0847. (10) The peptide sequence is YGGLGDDTL. The MHC is H-2-Db with pseudo-sequence H-2-Db. The binding affinity (normalized) is 0.153.